From a dataset of Catalyst prediction with 721,799 reactions and 888 catalyst types from USPTO. Predict which catalyst facilitates the given reaction. (1) Reactant: [C:1]([Si:5]([CH3:24])([CH3:23])[O:6][C:7]1[CH:16]=[C:15]2[C:10]([C:11]([CH:18]3[CH2:22][CH:21]=[CH:20][CH2:19]3)=[CH:12][C:13](=[O:17])[O:14]2)=[CH:9][CH:8]=1)([CH3:4])([CH3:3])[CH3:2].[H][H]. Product: [C:1]([Si:5]([CH3:24])([CH3:23])[O:6][C:7]1[CH:16]=[C:15]2[C:10]([C:11]([CH:18]3[CH2:22][CH2:21][CH2:20][CH2:19]3)=[CH:12][C:13](=[O:17])[O:14]2)=[CH:9][CH:8]=1)([CH3:4])([CH3:3])[CH3:2]. The catalyst class is: 43. (2) Reactant: [CH3:1][C:2]([OH:7])([CH3:6])[CH2:3][CH2:4][OH:5].[H-].[Na+].[CH2:10]([N:14]1[C:18]2[CH:19]=[N:20][CH:21]=[CH:22][C:17]=2[S:16]/[C:15]/1=[N:23]\[C:24](=[O:36])[C:25]1[CH:30]=[C:29]([C:31]([F:34])([F:33])[F:32])[CH:28]=[CH:27][C:26]=1F)[CH2:11][CH2:12][CH3:13]. Product: [CH2:10]([N:14]1[C:18]2[CH:19]=[N:20][CH:21]=[CH:22][C:17]=2[S:16]/[C:15]/1=[N:23]\[C:24](=[O:36])[C:25]1[CH:30]=[C:29]([C:31]([F:34])([F:33])[F:32])[CH:28]=[CH:27][C:26]=1[O:5][CH2:4][CH2:3][C:2]([OH:7])([CH3:6])[CH3:1])[CH2:11][CH2:12][CH3:13]. The catalyst class is: 1.